From a dataset of Full USPTO retrosynthesis dataset with 1.9M reactions from patents (1976-2016). Predict the reactants needed to synthesize the given product. (1) Given the product [NH3:7].[CH3:9][OH:12].[CH2:38]([Cl:40])[Cl:39].[NH2:23][CH:20]1[CH2:21][CH2:22][N:17]([CH2:16][CH:4]2[C:3]3[C:8]4=[C:9]([O:12][CH2:13][C:14](=[O:15])[N:7]4[CH2:6][CH2:5]2)[CH:10]=[CH:11][C:2]=3[F:1])[CH2:18][CH2:19]1, predict the reactants needed to synthesize it. The reactants are: [F:1][C:2]1[CH:11]=[CH:10][C:9]2[O:12][CH2:13][C:14](=[O:15])[N:7]3[C:8]=2[C:3]=1[CH:4]([CH2:16][N:17]1[CH2:22][CH2:21][CH:20]([NH:23]C(=O)OC(C)(C)C)[CH2:19][CH2:18]1)[CH2:5][CH2:6]3.FC(F)(F)C(O)=O.[CH2:38]([Cl:40])[Cl:39]. (2) The reactants are: CCCCCCCCCCCCCCCC[CH2:17][CH2:18][OH:19].CCCCCCCCCCCCCCCC[OH:36].CCCCCCCCCCCC[O:49]S([O-:36])(=[O:49])=[O:36].CC[CH2:17][CH2:18][O:19]C(C1C=CC([OH:36])=CC=1)=[O:49].C[CH2:17][CH2:18][O:19]C(C1C=CC([OH:36])=CC=1)=[O:49].C[CH:17]([OH:49])[CH2:18][OH:19].C[O:19][C:18]([C:17]1C=CC(O)=CC=1)=O.[Na+].[Zn:98].C(Cl)(OC(F)F)C(F)(F)F. Given the product [C:18]([O-:19])(=[O:36])[CH3:17].[Zn+2:98].[C:18]([O-:19])(=[O:49])[CH3:17], predict the reactants needed to synthesize it.